From a dataset of Catalyst prediction with 721,799 reactions and 888 catalyst types from USPTO. Predict which catalyst facilitates the given reaction. (1) Reactant: [CH3:1][CH2:2][C:3]1[C:12]2[CH2:13][N:14]3[C:19](=[O:20])[C:18]4[CH2:21][O:22][C:23]([C@:25]([OH:28])([CH2:26][CH3:27])[C:17]=4[CH:16]=[C:15]3[C:11]=2[N:10]=[C:9]2[C:4]=1[CH:5]=[C:6]([O:29][C:30]([N:32]1[CH2:37][CH2:36][CH:35]([N:38]3[CH2:43][CH2:42][CH2:41][CH2:40][CH2:39]3)[CH2:34][CH2:33]1)=[O:31])[CH:7]=[CH:8]2)=[O:24].C([O-])(=[O:46])C.C([OH:50])C.[ClH:51].CCCCCCC. Product: [CH3:1][CH2:2][C:3]1[C:12]2[CH2:13][N:14]3[C:19](=[O:20])[C:18]4[CH2:21][O:22][C:23]([C@:25]([OH:28])([CH2:26][CH3:27])[C:17]=4[CH:16]=[C:15]3[C:11]=2[N:10]=[C:9]2[C:4]=1[CH:5]=[C:6]([O:29][C:30]([N:32]1[CH2:33][CH2:34][CH:35]([N:38]3[CH2:43][CH2:42][CH2:41][CH2:40][CH2:39]3)[CH2:36][CH2:37]1)=[O:31])[CH:7]=[CH:8]2)=[O:24].[OH2:46].[OH2:50].[OH2:20].[ClH:51]. The catalyst class is: 13. (2) The catalyst class is: 14. Product: [CH3:29][O:28][C:25]1[CH:24]=[CH:23][C:22]([C:11]([C:8]2[CH:9]=[CH:10][C:5]([CH:4]=[O:3])=[CH:6][CH:7]=2)=[C:12]([C:15]2[CH:20]=[CH:19][CH:18]=[CH:17][CH:16]=2)[CH2:13][CH3:14])=[CH:27][CH:26]=1. Reactant: C([O:3][CH:4](OCC)[C:5]1[CH:10]=[CH:9][C:8]([C:11]([C:22]2[CH:27]=[CH:26][C:25]([O:28][CH3:29])=[CH:24][CH:23]=2)(O)[CH:12]([C:15]2[CH:20]=[CH:19][CH:18]=[CH:17][CH:16]=2)[CH2:13][CH3:14])=[CH:7][CH:6]=1)C.Cl. (3) Reactant: [C:1]([C:5]1[N:10]=[C:9]([N:11]2[CH2:16][CH2:15][N:14]([CH2:17][CH2:18][CH2:19][CH2:20][NH2:21])[CH2:13][CH2:12]2)[CH:8]=[C:7]([C:22]([F:25])([F:24])[F:23])[N:6]=1)([CH3:4])([CH3:3])[CH3:2].C1N=CN([C:31](N2C=NC=C2)=[O:32])C=1.[C:38]([C:40]1[CH:41]=[C:42]([N:50]2[CH2:55][CH2:54][NH:53][CH2:52][CH2:51]2)[CH:43]=[C:44]([C:46]([F:49])([F:48])[F:47])[CH:45]=1)#[N:39]. Product: [C:1]([C:5]1[N:10]=[C:9]([N:11]2[CH2:16][CH2:15][N:14]([CH2:17][CH2:18][CH2:19][CH2:20][NH:21][C:31]([N:53]3[CH2:54][CH2:55][N:50]([C:42]4[CH:43]=[C:44]([C:46]([F:48])([F:49])[F:47])[CH:45]=[C:40]([C:38]#[N:39])[CH:41]=4)[CH2:51][CH2:52]3)=[O:32])[CH2:13][CH2:12]2)[CH:8]=[C:7]([C:22]([F:24])([F:25])[F:23])[N:6]=1)([CH3:4])([CH3:2])[CH3:3]. The catalyst class is: 147. (4) Reactant: [NH2:1][C:2]1[N:6]([CH3:7])[C:5](=[O:8])[C:4]([C:19]2[CH:24]=[CH:23][CH:22]=[C:21]([NH2:25])[CH:20]=2)([C:9]2[CH:14]=[CH:13][C:12]([O:15][CH:16]([F:18])[F:17])=[CH:11][CH:10]=2)[N:3]=1.[C:26]([Cl:29])(=[O:28])[CH3:27].CCN(CC)CC. Product: [ClH:29].[NH2:1][C:2]1[N:6]([CH3:7])[C:5](=[O:8])[C:4]([C:19]2[CH:20]=[C:21]([NH:25][C:26](=[O:28])[CH3:27])[CH:22]=[CH:23][CH:24]=2)([C:9]2[CH:14]=[CH:13][C:12]([O:15][CH:16]([F:17])[F:18])=[CH:11][CH:10]=2)[N:3]=1. The catalyst class is: 1. (5) Reactant: [Br:1][C:2]1[CH:3]=[C:4]2[C:8](=[CH:9][CH:10]=1)[NH:7][CH:6]=[C:5]2[CH:11]([NH:16][C:17]([C:19]1[C:27]2[C:22](=[CH:23][CH:24]=[C:25]([Br:28])[CH:26]=2)[NH:21][CH:20]=1)=[O:18])[C:12](OC)=[O:13].[C:29](=[O:32])([O-])[O-].[K+].[K+].[NH2:35][CH2:36][CH2:37][CH2:38]CO.C(#N)C. Product: [Br:28][C:25]1[CH:26]=[C:27]2[C:22](=[CH:23][CH:24]=1)[NH:21][CH:20]=[C:19]2[C:17]([NH:16][CH:11]([C:5]1[C:4]2[C:8](=[CH:9][CH:10]=[C:2]([Br:1])[CH:3]=2)[NH:7][CH:6]=1)[C:12]([NH:35][CH2:36][CH2:37][CH2:38][CH2:29][OH:32])=[O:13])=[O:18]. The catalyst class is: 13. (6) Reactant: [CH2:1]([O:4][C@H:5]1[C@H:10]([O:11][CH2:12][CH:13]=[CH2:14])[C@@H:9]([O:15][CH2:16][CH:17]=[CH2:18])[C@H:8]([C:19]2[CH:24]=[CH:23][C:22]([Cl:25])=[C:21]([CH2:26][C:27]3[CH:32]=[CH:31][C:30]([O:33][CH2:34][CH3:35])=[CH:29][CH:28]=3)[CH:20]=2)[NH:7][C@@H:6]1[CH2:36][O:37][CH2:38][CH:39]=[CH2:40])[CH:2]=[CH2:3]. Product: [Cl:25][C:22]1[CH:23]=[CH:24][C:19]([C@H:8]2[C@H:9]([O:15]/[CH:16]=[CH:17]/[CH3:18])[C@@H:10]([O:11]/[CH:12]=[CH:13]/[CH3:14])[C@H:5]([O:4]/[CH:1]=[CH:2]/[CH3:3])[C@@H:6]([CH2:36][O:37]/[CH:38]=[CH:39]/[CH3:40])[NH:7]2)=[CH:20][C:21]=1[CH2:26][C:27]1[CH:28]=[CH:29][C:30]([O:33][CH2:34][CH3:35])=[CH:31][CH:32]=1. The catalyst class is: 1. (7) Reactant: [CH3:1][C:2]1([CH3:26])[C:6]([CH3:8])([CH3:7])[O:5][B:4]([C:9]2[S:13][C:12]3[CH:14]=[CH:15][C:16]([NH:18]C(=O)OC(C)(C)C)=[CH:17][C:11]=3[CH:10]=2)[O:3]1.FC(F)(F)C(O)=O. Product: [CH3:1][C:2]1([CH3:26])[C:6]([CH3:7])([CH3:8])[O:5][B:4]([C:9]2[S:13][C:12]3[CH:14]=[CH:15][C:16]([NH2:18])=[CH:17][C:11]=3[CH:10]=2)[O:3]1. The catalyst class is: 4.